Dataset: Reaction yield outcomes from USPTO patents with 853,638 reactions. Task: Predict the reaction yield, written as a fraction of the theoretical maximum amount of product (1.0 means a 100% yield; for example, 0.34 means a 34% yield). (1) The product is [C:1]([O:5][C:6]([N:8]1[CH2:9][C:10]2[C:15](=[C:14]([O:17][CH2:37][CH2:36][C:26]3[N:27]=[C:28]([C:30]4[CH:35]=[CH:34][CH:33]=[CH:32][CH:31]=4)[O:29][C:25]=3[CH3:24])[CH:13]=[CH:12][C:11]=2[CH2:18][CH2:19][C:20]([O:22][CH3:23])=[O:21])[CH2:16]1)=[O:7])([CH3:4])([CH3:3])[CH3:2]. The reactants are [C:1]([O:5][C:6]([N:8]1[CH2:16][C:15]2[C:10](=[C:11]([CH2:18][CH2:19][C:20]([O:22][CH3:23])=[O:21])[CH:12]=[CH:13][C:14]=2[OH:17])[CH2:9]1)=[O:7])([CH3:4])([CH3:3])[CH3:2].[CH3:24][C:25]1[O:29][C:28]([C:30]2[CH:35]=[CH:34][CH:33]=[CH:32][CH:31]=2)=[N:27][C:26]=1[CH2:36][CH2:37]OS(C1C=CC(C)=CC=1)(=O)=O.C(=O)([O-])[O-].[Cs+].[Cs+]. The catalyst is CN(C=O)C. The yield is 0.640. (2) The reactants are [NH:1]1[CH:5]=[CH:4][CH:3]=[C:2]1[C:6]([O:8][CH3:9])=[O:7].[H-].[Na+].Cl[C:13]1[C:22]([N+:23]([O-:25])=[O:24])=[CH:21][C:16]([C:17]([O:19][CH3:20])=[O:18])=[CH:15][N:14]=1.S(Cl)(Cl)=O. The catalyst is CS(C)=O.CO. The product is [CH3:9][O:8][C:6]([C:2]1[N:1]([C:13]2[C:22]([N+:23]([O-:25])=[O:24])=[CH:21][C:16]([C:17]([O:19][CH3:20])=[O:18])=[CH:15][N:14]=2)[CH:5]=[CH:4][CH:3]=1)=[O:7]. The yield is 0.920.